Dataset: Peptide-MHC class II binding affinity with 134,281 pairs from IEDB. Task: Regression. Given a peptide amino acid sequence and an MHC pseudo amino acid sequence, predict their binding affinity value. This is MHC class II binding data. (1) The peptide sequence is KRTYSDRGWGNGCGL. The MHC is DRB1_0701 with pseudo-sequence DRB1_0701. The binding affinity (normalized) is 0.0258. (2) The peptide sequence is VSRGTAKLRWFHERG. The MHC is DRB1_1101 with pseudo-sequence DRB1_1101. The binding affinity (normalized) is 0.390. (3) The peptide sequence is AAATAGTTVYGAKAA. The MHC is HLA-DQA10102-DQB10602 with pseudo-sequence HLA-DQA10102-DQB10602. The binding affinity (normalized) is 0.796. (4) The peptide sequence is NSELIRRAKAAESLASD. The MHC is DRB1_1302 with pseudo-sequence DRB1_1302. The binding affinity (normalized) is 0.480. (5) The peptide sequence is EILELAQSETCSPGGQ. The MHC is DRB1_1501 with pseudo-sequence DRB1_1501. The binding affinity (normalized) is 0.213.